From a dataset of Peptide-MHC class II binding affinity with 134,281 pairs from IEDB. Regression. Given a peptide amino acid sequence and an MHC pseudo amino acid sequence, predict their binding affinity value. This is MHC class II binding data. (1) The peptide sequence is KCRAPGGAKKPLRPR. The MHC is HLA-DQA10102-DQB10501 with pseudo-sequence HLA-DQA10102-DQB10501. The binding affinity (normalized) is 0. (2) The peptide sequence is RLEDEMKEGRYEVRAELPGV. The MHC is DRB1_0101 with pseudo-sequence DRB1_0101. The binding affinity (normalized) is 0.169.